Dataset: Full USPTO retrosynthesis dataset with 1.9M reactions from patents (1976-2016). Task: Predict the reactants needed to synthesize the given product. (1) Given the product [CH3:3][CH:2]([N:4]1[C:8]2=[N:9][C:10]([C:16]3[CH:17]=[CH:18][CH:19]=[CH:20][CH:21]=3)=[CH:11][C:12]([C:13]([N:36]3[CH2:37][CH2:38][C:33]4([CH2:32][C:31](=[O:43])[C:30]5[C:40](=[CH:41][CH:42]=[C:28]([C:27]6[NH:26][N:25]=[N:24][N:23]=6)[CH:29]=5)[O:39]4)[CH2:34][CH2:35]3)=[O:15])=[C:7]2[CH:6]=[N:5]1)[CH3:1], predict the reactants needed to synthesize it. The reactants are: [CH3:1][CH:2]([N:4]1[C:8]2[N:9]=[C:10]([C:16]3[CH:21]=[CH:20][CH:19]=[CH:18][CH:17]=3)[CH:11]=[C:12]([C:13]([OH:15])=O)[C:7]=2[CH:6]=[N:5]1)[CH3:3].Cl.[NH:23]1[C:27]([C:28]2[CH:29]=[C:30]3[C:40](=[CH:41][CH:42]=2)[O:39][C:33]2([CH2:38][CH2:37][NH:36][CH2:35][CH2:34]2)[CH2:32][C:31]3=[O:43])=[N:26][N:25]=[N:24]1.CCN=C=NCCCN(C)C.C1C=CC2N(O)N=NC=2C=1.Cl. (2) The reactants are: [F:1][C:2]1[CH:7]=[C:6]([F:8])[CH:5]=[CH:4][C:3]=1[NH:9][S:10]([CH2:13][CH2:14][CH3:15])(=[O:12])=[O:11].C([N-]C(C)C)(C)C.[Li+].C([Li])CCC.C(NC(C)C)(C)C.CN(C)[CH:38]=[O:39]. Given the product [F:1][C:2]1[C:7]([CH:38]=[O:39])=[C:6]([F:8])[CH:5]=[CH:4][C:3]=1[NH:9][S:10]([CH2:13][CH2:14][CH3:15])(=[O:12])=[O:11], predict the reactants needed to synthesize it. (3) Given the product [F:1][C:2]1[CH:3]=[CH:4][C:5]([C@@H:8]2[CH2:13][C@H:12]([O:14][S:23]([CH3:22])(=[O:25])=[O:24])[CH2:11][CH2:10][N:9]2[C:15]([O:17][C:18]([CH3:21])([CH3:20])[CH3:19])=[O:16])=[CH:6][CH:7]=1, predict the reactants needed to synthesize it. The reactants are: [F:1][C:2]1[CH:7]=[CH:6][C:5]([C@@H:8]2[CH2:13][C@H:12]([OH:14])[CH2:11][CH2:10][N:9]2[C:15]([O:17][C:18]([CH3:21])([CH3:20])[CH3:19])=[O:16])=[CH:4][CH:3]=1.[CH3:22][S:23](Cl)(=[O:25])=[O:24].C(N(C(C)C)CC)(C)C.